The task is: Regression. Given a peptide amino acid sequence and an MHC pseudo amino acid sequence, predict their binding affinity value. This is MHC class I binding data.. This data is from Peptide-MHC class I binding affinity with 185,985 pairs from IEDB/IMGT. (1) The peptide sequence is LPQGMVLSC. The MHC is HLA-B15:01 with pseudo-sequence HLA-B15:01. The binding affinity (normalized) is 0.274. (2) The peptide sequence is ASSALDAHF. The MHC is HLA-B57:01 with pseudo-sequence HLA-B57:01. The binding affinity (normalized) is 0.447.